Dataset: Full USPTO retrosynthesis dataset with 1.9M reactions from patents (1976-2016). Task: Predict the reactants needed to synthesize the given product. Given the product [CH:1]([C:3]1[CH:11]=[C:10]2[C:6]([C:7](/[CH:12]=[CH:13]/[C:14]3[CH:23]=[CH:22][C:17]([C:18]([O:20][CH3:21])=[O:19])=[CH:16][CH:15]=3)=[N:8][NH:9]2)=[CH:5][CH:4]=1)=[O:26], predict the reactants needed to synthesize it. The reactants are: [C:1]([C:3]1[CH:11]=[C:10]2[C:6]([C:7](/[CH:12]=[CH:13]/[C:14]3[CH:23]=[CH:22][C:17]([C:18]([O:20][CH3:21])=[O:19])=[CH:16][CH:15]=3)=[N:8][NH:9]2)=[CH:5][CH:4]=1)#N.CC(O)=[O:26].N1C=CC=CC=1.CN(C=O)C.